Dataset: CYP2C19 inhibition data for predicting drug metabolism from PubChem BioAssay. Task: Regression/Classification. Given a drug SMILES string, predict its absorption, distribution, metabolism, or excretion properties. Task type varies by dataset: regression for continuous measurements (e.g., permeability, clearance, half-life) or binary classification for categorical outcomes (e.g., BBB penetration, CYP inhibition). Dataset: cyp2c19_veith. (1) The molecule is O=C(CCN1CC2CCC(CC2)C1)c1cccs1. The result is 0 (non-inhibitor). (2) The compound is CC(C)C(=O)NC(=S)Nc1ccccc1C(=O)Nc1ccccc1. The result is 1 (inhibitor). (3) The molecule is N[C@@H](C(=O)O)c1cc(O)ccc1Cl. The result is 0 (non-inhibitor). (4) The drug is Cc1nc2cncnc2n(Cc2ccccc2Cl)c1=O. The result is 1 (inhibitor). (5) The molecule is COc1ccccc1CN1CC[C@@]2(CCCN(C(=O)c3cc(C(F)(F)F)cc(C(F)(F)F)c3)C2)C1. The result is 0 (non-inhibitor).